Dataset: Forward reaction prediction with 1.9M reactions from USPTO patents (1976-2016). Task: Predict the product of the given reaction. (1) Given the reactants Cl[C:2]1[N:7]=[C:6]([C:8]2[CH:9]=[CH:10][C:11]([O:16][CH:17]3[CH2:22][CH2:21][O:20][CH2:19][CH2:18]3)=[C:12]([CH:15]=2)[C:13]#[N:14])[CH:5]=[CH:4][N:3]=1.[NH2:23][C:24]1[CH:25]=[CH:26][C:27]([N:30]([CH3:34])[CH2:31][CH2:32][OH:33])=[N:28][CH:29]=1.C(=O)([O-])[O-].[Cs+].[Cs+].C1C=CC(P(C2C(C3C(P(C4C=CC=CC=4)C4C=CC=CC=4)=CC=C4C=3C=CC=C4)=C3C(C=CC=C3)=CC=2)C2C=CC=CC=2)=CC=1, predict the reaction product. The product is: [OH:33][CH2:32][CH2:31][N:30]([CH3:34])[C:27]1[N:28]=[CH:29][C:24]([NH:23][C:2]2[N:7]=[C:6]([C:8]3[CH:9]=[CH:10][C:11]([O:16][CH:17]4[CH2:22][CH2:21][O:20][CH2:19][CH2:18]4)=[C:12]([CH:15]=3)[C:13]#[N:14])[CH:5]=[CH:4][N:3]=2)=[CH:25][CH:26]=1. (2) Given the reactants [F:1][C:2]1[CH:7]=[CH:6][C:5]([C:8]2[CH:9]=[C:10]([CH:18]([CH3:20])[CH3:19])[CH:11]=[C:12]3[C:17]=2[N:16]=[CH:15][CH:14]=[CH:13]3)=[CH:4][C:3]=1[CH:21]=[CH:22][C:23]1[CH:28]=[CH:27][C:26]([S:29]([CH3:32])(=[O:31])=[O:30])=[CH:25][CH:24]=1, predict the reaction product. The product is: [F:1][C:2]1[CH:7]=[CH:6][C:5]([C:8]2[CH:9]=[C:10]([CH:18]([CH3:19])[CH3:20])[CH:11]=[C:12]3[C:17]=2[N:16]=[CH:15][CH:14]=[CH:13]3)=[CH:4][C:3]=1[CH2:21][CH2:22][C:23]1[CH:24]=[CH:25][C:26]([S:29]([CH3:32])(=[O:31])=[O:30])=[CH:27][CH:28]=1. (3) Given the reactants [F:1][C:2]1[C:27](F)=[CH:26][C:5]2=[N:6][C:7]3[N:8]([C:18]4[CH:23]=[CH:22][C:21]([F:24])=[CH:20][C:19]=4[F:25])[CH:9]=[C:10]([C:15]([OH:17])=[O:16])[C:11](=[O:14])[C:12]=3[CH:13]=[C:4]2[CH:3]=1.[F:29][C:30]1[CH:35]=[CH:34][C:33]([N:36]2[CH2:41][CH2:40][NH:39][CH2:38][CH2:37]2)=[CH:32][CH:31]=1, predict the reaction product. The product is: [F:25][C:19]1[CH:20]=[C:21]([F:24])[CH:22]=[CH:23][C:18]=1[N:8]1[C:7]2[N:6]=[C:5]3[CH:26]=[C:27]([N:39]4[CH2:38][CH2:37][N:36]([C:33]5[CH:32]=[CH:31][C:30]([F:29])=[CH:35][CH:34]=5)[CH2:41][CH2:40]4)[C:2]([F:1])=[CH:3][C:4]3=[CH:13][C:12]=2[C:11](=[O:14])[C:10]([C:15]([OH:17])=[O:16])=[CH:9]1. (4) The product is: [CH3:27][CH:25]([N:24]1[C:20]([C:18]([NH:17][C:4]2[CH:3]=[C:2]([C:36]3[CH:35]=[CH:34][N:33]=[C:32]4[NH:40][C:29]([CH3:28])=[CH:30][C:31]=34)[CH:10]=[C:9]3[C:5]=2[CH:6]=[N:7][NH:8]3)=[O:19])=[CH:21][CH:22]=[N:23]1)[CH3:26]. Given the reactants Br[C:2]1[CH:3]=[C:4]([NH:17][C:18]([C:20]2[N:24]([CH:25]([CH3:27])[CH3:26])[N:23]=[CH:22][CH:21]=2)=[O:19])[C:5]2[C:9]([CH:10]=1)=[N:8][N:7](C1CCCCO1)[CH:6]=2.[CH3:28][C:29]1[NH:40][C:32]2=[N:33][CH:34]=[CH:35][C:36](B(O)O)=[C:31]2[CH:30]=1.P([O-])([O-])([O-])=O.[K+].[K+].[K+].O1CCOCC1, predict the reaction product. (5) Given the reactants [Cl:1][C:2]1[CH:3]=[C:4](/[CH:9]=[CH:10]/[C:11]([N:13]2[CH2:19][CH2:18][C:17](=[O:20])[N:16]([CH2:21][CH:22]3[CH2:24][O:23]3)[CH2:15][CH2:14]2)=[O:12])[CH:5]=[CH:6][C:7]=1[Cl:8].Cl.[F:26][CH:27]1[CH2:32][CH2:31][NH:30][CH2:29][CH2:28]1.CCN(CC)CC, predict the reaction product. The product is: [Cl:1][C:2]1[CH:3]=[C:4](/[CH:9]=[CH:10]/[C:11]([N:13]2[CH2:19][CH2:18][C:17](=[O:20])[N:16]([CH2:21][CH:22]([OH:23])[CH2:24][N:30]3[CH2:31][CH2:32][CH:27]([F:26])[CH2:28][CH2:29]3)[CH2:15][CH2:14]2)=[O:12])[CH:5]=[CH:6][C:7]=1[Cl:8]. (6) The product is: [CH2:1]([O:8][C@H:9]([C@H:10]1[C@H:11]([CH2:12][CH2:13][CH2:14][C@H:15]([NH:26][C:27]([O:29][C:30]([CH3:32])([CH3:31])[CH3:33])=[O:28])[C:16]([O:18][CH2:19][C:20]2[CH:25]=[CH:24][CH:23]=[CH:22][CH:21]=2)=[O:17])[CH2:34][CH2:38][O:37]1)[CH3:42])[C:48]1[CH:53]=[CH:52][CH:51]=[CH:50][CH:49]=1. Given the reactants [CH2:1]([O:8][C@@H:9]([CH3:42])[C@H:10]([O:37][CH2:38]C1CC1)[C@@H:11]([CH2:34]CO)[CH2:12][CH2:13][CH2:14][C@H:15]([NH:26][C:27]([O:29][C:30]([CH3:33])([CH3:32])[CH3:31])=[O:28])[C:16]([O:18][CH2:19][C:20]1[CH:25]=[CH:24][CH:23]=[CH:22][CH:21]=1)=[O:17])C1C=CC=CC=1.C(Br)(Br)(Br)Br.[C:48]1(P([C:48]2[CH:53]=[CH:52][CH:51]=[CH:50][CH:49]=2)[C:48]2[CH:53]=[CH:52][CH:51]=[CH:50][CH:49]=2)[CH:53]=[CH:52][CH:51]=[CH:50][CH:49]=1, predict the reaction product. (7) Given the reactants [NH3:1].C(O)C.Cl.[CH2:6]([O:8][C:9]([CH2:11][C:12](=[NH:16])OCC)=[O:10])[CH3:7].[N:17]([O-:19])=O.[Na+].O.Cl, predict the reaction product. The product is: [CH2:6]([O:8][C:9](=[O:10])[CH:11]([C:12](=[NH:16])[NH2:1])[N:17]=[O:19])[CH3:7].